This data is from Reaction yield outcomes from USPTO patents with 853,638 reactions. The task is: Predict the reaction yield, written as a fraction of the theoretical maximum amount of product (1.0 means a 100% yield; for example, 0.34 means a 34% yield). (1) The yield is 0.500. The catalyst is CN(C=O)C. The reactants are [OH:1][C:2]1[CH:11]=[CH:10][C:5]2[CH2:6][O:7][B:8]([OH:9])[C:4]=2[CH:3]=1.[H-].[Na+].I[CH3:15].Cl. The product is [CH3:15][O:1][C:2]1[CH:11]=[CH:10][C:5]2[CH2:6][O:7][B:8]([OH:9])[C:4]=2[CH:3]=1. (2) The reactants are C([O:4][CH2:5][C:6]1[C:11]([C:12]2[CH:17]=[C:16]([NH:18][C:19]3[CH:24]=[CH:23][C:22]([C:25](=[O:29])[N:26]([CH3:28])[CH3:27])=[CH:21][N:20]=3)[C:15](=[O:30])[N:14]([CH3:31])[N:13]=2)=[CH:10][CH:9]=[CH:8][C:7]=1[N:32]1[N:41]=[CH:40][C:39]2[C:34](=[C:35]([F:46])[CH:36]=[C:37]([C:42]([CH3:45])([CH3:44])[CH3:43])[CH:38]=2)[C:33]1=[O:47])(=O)C.[Li+].[OH-]. The catalyst is O1CCOCC1. The product is [C:42]([C:37]1[CH:38]=[C:39]2[C:34](=[C:35]([F:46])[CH:36]=1)[C:33](=[O:47])[N:32]([C:7]1[C:6]([CH2:5][OH:4])=[C:11]([C:12]3[CH:17]=[C:16]([NH:18][C:19]4[CH:24]=[CH:23][C:22]([C:25]([N:26]([CH3:28])[CH3:27])=[O:29])=[CH:21][N:20]=4)[C:15](=[O:30])[N:14]([CH3:31])[N:13]=3)[CH:10]=[CH:9][CH:8]=1)[N:41]=[CH:40]2)([CH3:45])([CH3:43])[CH3:44]. The yield is 0.440. (3) The reactants are [CH:1]1([S:4]([O:7][CH2:8][CH2:9][CH2:10][CH3:11])(=[O:6])=[O:5])[CH2:3][CH2:2]1.[Li][CH2:13]CCC.IC. The catalyst is C1COCC1. The product is [CH3:13][C:1]1([S:4]([O:7][CH2:8][CH2:9][CH2:10][CH3:11])(=[O:6])=[O:5])[CH2:3][CH2:2]1. The yield is 0.490.